This data is from Full USPTO retrosynthesis dataset with 1.9M reactions from patents (1976-2016). The task is: Predict the reactants needed to synthesize the given product. (1) Given the product [N:2]1([C:6]([C:8]2[CH:42]=[CH:41][C:11]([O:12][C:13]3[CH:14]=[C:15]([CH:26]=[C:27]([O:29][C@@H:30]([CH3:40])[CH2:31][OH:32])[CH:28]=3)[C:16]([NH:18][C:19]3[CH:23]=[C:22]([CH3:24])[N:21]([CH3:25])[N:20]=3)=[O:17])=[CH:10][CH:9]=2)=[O:7])[CH2:3][CH2:4][CH2:5]1, predict the reactants needed to synthesize it. The reactants are: Cl.[N:2]1([C:6]([C:8]2[CH:42]=[CH:41][C:11]([O:12][C:13]3[CH:14]=[C:15]([CH:26]=[C:27]([O:29][C@@H:30]([CH3:40])[CH2:31][O:32][Si](C(C)(C)C)(C)C)[CH:28]=3)[C:16]([NH:18][C:19]3[CH:23]=[C:22]([CH3:24])[N:21]([CH3:25])[N:20]=3)=[O:17])=[CH:10][CH:9]=2)=[O:7])[CH2:5][CH2:4][CH2:3]1.C(=O)(O)[O-].[Na+]. (2) Given the product [N:23]1([C:18]2[O:17][C:16]([C:8]3[CH:9]=[CH:10][CH:11]=[C:12]4[C:7]=3[S:6][C:5]3[CH:4]=[CH:3][C:2]([CH:38]=[O:37])=[CH:15][C:14]=3[CH2:13]4)=[CH:21][C:20](=[O:22])[CH:19]=2)[CH2:28][CH2:27][O:26][CH2:25][CH2:24]1, predict the reactants needed to synthesize it. The reactants are: N[C:2]1[CH:15]=[C:14]2[C:5]([S:6][C:7]3[C:8]([C:16]4[O:17][C:18]([N:23]5[CH2:28][CH2:27][O:26][CH2:25][CH2:24]5)=[CH:19][C:20](=[O:22])[CH:21]=4)=[CH:9][CH:10]=[CH:11][C:12]=3[CH2:13]2)=[CH:4][CH:3]=1.F[B-](F)(F)F.[H+].N([O:37][C:38](C)(C)C)=O.C([SiH](C(C)C)C(C)C)(C)C.